This data is from Catalyst prediction with 721,799 reactions and 888 catalyst types from USPTO. The task is: Predict which catalyst facilitates the given reaction. (1) Reactant: [CH2:1]([N:3]1[CH2:8][CH2:7][N:6]([C:9]([C@@H:11]2[CH2:14][C@H:13]([NH:15]C(=O)OCC3C=CC=CC=3)[C:12]2([CH3:27])[CH3:26])=[O:10])[CH2:5][CH2:4]1)[CH3:2]. Product: [NH2:15][C@H:13]1[CH2:14][C@@H:11]([C:9]([N:6]2[CH2:5][CH2:4][N:3]([CH2:1][CH3:2])[CH2:8][CH2:7]2)=[O:10])[C:12]1([CH3:26])[CH3:27]. The catalyst class is: 25. (2) Reactant: [CH3:1][O:2][C:3]([C:5]1[C:6]2[CH2:7][C:8]([CH3:24])([CH3:23])[CH:9]([C:16]3[CH:21]=[CH:20][CH:19]=[C:18](Br)[CH:17]=3)[NH:10][C:11]=2[CH:12]=[CH:13][C:14]=1[F:15])=[O:4].[NH:25]1[CH2:30][CH2:29][O:28][CH2:27][CH2:26]1.Cl.CN(C)CC(O)=O.C(=O)([O-])[O-].[K+].[K+]. Product: [CH3:1][O:2][C:3]([C:5]1[C:6]2[CH2:7][C:8]([CH3:24])([CH3:23])[CH:9]([C:16]3[CH:21]=[CH:20][CH:19]=[C:18]([N:25]4[CH2:30][CH2:29][O:28][CH2:27][CH2:26]4)[CH:17]=3)[NH:10][C:11]=2[CH:12]=[CH:13][C:14]=1[F:15])=[O:4]. The catalyst class is: 156. (3) Reactant: [Br:1][C:2]1[N:7]=[CH:6][C:5]([CH2:8][CH2:9]O)=[CH:4][CH:3]=1.N1C=CN=C1.C1(P(C2C=CC=CC=2)C2C=CC=CC=2)C=CC=CC=1.[I:35]I. Product: [Br:1][C:2]1[CH:3]=[CH:4][C:5]([CH2:8][CH2:9][I:35])=[CH:6][N:7]=1. The catalyst class is: 4. (4) Reactant: [F:1][C:2]([F:19])([F:18])[CH2:3][NH:4][C:5]1[CH:13]=[CH:12][C:11]([C:14](F)(F)F)=[CH:10][C:6]=1[C:7]([OH:9])=O.[CH3:20][C:21]([NH2:25])([C:23]#[CH:24])[CH3:22].CCN=C=NCCCN(C)C.C1C=CC2N(O)N=NC=2C=1. Product: [CH3:20][C:21]([NH:25][C:7](=[O:9])[C:6]1[CH:10]=[C:11]([CH2:14][C:2]([F:19])([F:18])[F:1])[CH:12]=[CH:13][C:5]=1[NH:4][CH2:3][C:2]([F:1])([F:19])[F:18])([C:23]#[CH:24])[CH3:22]. The catalyst class is: 6. (5) Reactant: [CH2:1]([O:8][C:9]([NH:11][CH2:12][CH2:13][CH2:14][CH2:15][C:16]1[CH:26]=[CH:25][C:19]([O:20][CH2:21][C:22]([OH:24])=O)=[CH:18][CH:17]=1)=[O:10])[C:2]1[CH:7]=[CH:6][CH:5]=[CH:4][CH:3]=1.[NH2:27][C:28]1[CH:33]=[CH:32][CH:31]=[CH:30][CH:29]=1.CCN=C=NCCCN(C)C.Cl. Product: [CH2:1]([O:8][C:9](=[O:10])[NH:11][CH2:12][CH2:13][CH2:14][CH2:15][C:16]1[CH:17]=[CH:18][C:19]([O:20][CH2:21][C:22](=[O:24])[NH:27][C:28]2[CH:33]=[CH:32][CH:31]=[CH:30][CH:29]=2)=[CH:25][CH:26]=1)[C:2]1[CH:3]=[CH:4][CH:5]=[CH:6][CH:7]=1. The catalyst class is: 79. (6) Reactant: [CH3:1][O:2][C:3]1[C:4]([O:19][C:20]2[CH:25]=[CH:24][CH:23]=[C:22]([C:26]([F:29])([F:28])[F:27])[CH:21]=2)=[C:5]2[C:10](=[C:11]([NH:13][CH2:14][CH2:15][CH2:16][NH2:17])[CH:12]=1)[N:9]=[CH:8][CH:7]=[C:6]2[CH3:18].[C:30]([OH:37])(=[O:36])[CH2:31][CH2:32][C:33]([OH:35])=[O:34]. Product: [CH3:1][O:2][C:3]1[C:4]([O:19][C:20]2[CH:25]=[CH:24][CH:23]=[C:22]([C:26]([F:28])([F:27])[F:29])[CH:21]=2)=[C:5]2[C:10](=[C:11]([NH:13][CH2:14][CH2:15][CH2:16][NH2:17])[CH:12]=1)[N:9]=[C:8]([CH:31]([C:30]([OH:37])=[O:36])[CH2:32][C:33]([OH:35])=[O:34])[CH:7]=[C:6]2[CH3:18]. The catalyst class is: 5. (7) Reactant: C([O:3][C:4]([C:6]1[CH:10]=[C:9]([C:11]2[CH:16]=[CH:15][C:14]([C:17]#[N:18])=[CH:13][CH:12]=2)[O:8][N:7]=1)=[O:5])C.[OH-].[Na+].Cl. Product: [C:17]([C:14]1[CH:13]=[CH:12][C:11]([C:9]2[O:8][N:7]=[C:6]([C:4]([OH:5])=[O:3])[CH:10]=2)=[CH:16][CH:15]=1)#[N:18]. The catalyst class is: 7. (8) Reactant: [C:1]1([S:7]([N:10]2[C:14]3=[N:15][CH:16]=[C:17]([N+:20]([O-:22])=[O:21])[C:18](Cl)=[C:13]3[CH:12]=[CH:11]2)(=[O:9])=[O:8])[CH:6]=[CH:5][CH:4]=[CH:3][CH:2]=1.[C:23]([N:30]1[CH2:35][CH2:34][CH:33]([NH2:36])[CH2:32][CH2:31]1)([O:25][C:26]([CH3:29])([CH3:28])[CH3:27])=[O:24].C(N(C(C)C)CC)(C)C. Product: [C:26]([O:25][C:23]([N:30]1[CH2:35][CH2:34][CH:33]([NH:36][C:18]2[C:17]([N+:20]([O-:22])=[O:21])=[CH:16][N:15]=[C:14]3[N:10]([S:7]([C:1]4[CH:6]=[CH:5][CH:4]=[CH:3][CH:2]=4)(=[O:9])=[O:8])[CH:11]=[CH:12][C:13]=23)[CH2:32][CH2:31]1)=[O:24])([CH3:29])([CH3:27])[CH3:28]. The catalyst class is: 41. (9) Reactant: C[Al](C)C.[CH2:5]([NH2:8])[CH2:6][NH2:7].C(O[C:12](=O)[CH2:13][O:14][C:15]1[CH:20]=[CH:19][C:18]([Cl:21])=[C:17]([F:22])[CH:16]=1)C. Product: [Cl:21][C:18]1[CH:19]=[CH:20][C:15]([O:14][CH2:13][C:12]2[NH:7][CH2:6][CH2:5][N:8]=2)=[CH:16][C:17]=1[F:22]. The catalyst class is: 11.